This data is from NCI-60 drug combinations with 297,098 pairs across 59 cell lines. The task is: Regression. Given two drug SMILES strings and cell line genomic features, predict the synergy score measuring deviation from expected non-interaction effect. (1) Drug 1: C(CC(=O)O)C(=O)CN.Cl. Drug 2: CCN(CC)CCCC(C)NC1=C2C=C(C=CC2=NC3=C1C=CC(=C3)Cl)OC. Cell line: HCC-2998. Synergy scores: CSS=27.6, Synergy_ZIP=-5.06, Synergy_Bliss=-0.609, Synergy_Loewe=-13.2, Synergy_HSA=-3.20. (2) Drug 1: C1=CC(=CC=C1CC(C(=O)O)N)N(CCCl)CCCl.Cl. Drug 2: CC(C)CN1C=NC2=C1C3=CC=CC=C3N=C2N. Cell line: K-562. Synergy scores: CSS=18.8, Synergy_ZIP=-2.91, Synergy_Bliss=3.83, Synergy_Loewe=-2.32, Synergy_HSA=-1.33. (3) Drug 1: CCCCCOC(=O)NC1=NC(=O)N(C=C1F)C2C(C(C(O2)C)O)O. Drug 2: CC1=C(C(=CC=C1)Cl)NC(=O)C2=CN=C(S2)NC3=CC(=NC(=N3)C)N4CCN(CC4)CCO. Cell line: A498. Synergy scores: CSS=9.96, Synergy_ZIP=-3.23, Synergy_Bliss=-2.38, Synergy_Loewe=-1.33, Synergy_HSA=-1.35.